From a dataset of TCR-epitope binding with 47,182 pairs between 192 epitopes and 23,139 TCRs. Binary Classification. Given a T-cell receptor sequence (or CDR3 region) and an epitope sequence, predict whether binding occurs between them. (1) The epitope is KLNVGDYFV. The TCR CDR3 sequence is CASSSEGSTDTQYF. Result: 0 (the TCR does not bind to the epitope). (2) The epitope is PROT_97E67BCC. The TCR CDR3 sequence is CASSPLTSGTDTQYF. Result: 1 (the TCR binds to the epitope). (3) The epitope is MLNIPSINV. The TCR CDR3 sequence is CASSSRGLPYEQYF. Result: 1 (the TCR binds to the epitope). (4) The epitope is SEVGPEHSLAEY. The TCR CDR3 sequence is CASSTGTSGVQPQHF. Result: 0 (the TCR does not bind to the epitope).